The task is: Predict the reactants needed to synthesize the given product.. This data is from Full USPTO retrosynthesis dataset with 1.9M reactions from patents (1976-2016). (1) Given the product [NH2:31][C:27]1[CH:26]=[C:25]([CH:30]=[CH:29][CH:28]=1)[CH2:24][N:23]([CH2:34][C:35]([O:37][C:38]([CH3:41])([CH3:40])[CH3:39])=[O:36])[C:21](=[O:22])[CH:20]([NH:19][C:15]1[CH:14]=[C:13]2[C:18](=[CH:17][CH:16]=1)[C:9]([N:8]([C:6]([O:5][C:1]([CH3:2])([CH3:3])[CH3:4])=[O:7])[C:53]([O:55][C:56]([CH3:59])([CH3:58])[CH3:57])=[O:54])=[N:10][CH:11]=[CH:12]2)[C:42]1[CH:47]=[C:46]([CH3:48])[C:45]([CH2:49][CH2:50][OH:51])=[C:44]([CH3:52])[CH:43]=1, predict the reactants needed to synthesize it. The reactants are: [C:1]([O:5][C:6]([N:8]([C:53]([O:55][C:56]([CH3:59])([CH3:58])[CH3:57])=[O:54])[C:9]1[C:18]2[C:13](=[CH:14][C:15]([NH:19][CH:20]([C:42]3[CH:47]=[C:46]([CH3:48])[C:45]([CH2:49][CH2:50][OH:51])=[C:44]([CH3:52])[CH:43]=3)[C:21]([N:23]([CH2:34][C:35]([O:37][C:38]([CH3:41])([CH3:40])[CH3:39])=[O:36])[CH2:24][C:25]3[CH:30]=[CH:29][CH:28]=[C:27]([N+:31]([O-])=O)[CH:26]=3)=[O:22])=[CH:16][CH:17]=2)[CH:12]=[CH:11][N:10]=1)=[O:7])([CH3:4])([CH3:3])[CH3:2]. (2) Given the product [CH3:1][C:2]1[CH:3]=[C:4]([C:19]2[S:23][C:22]([CH2:24][NH:26][CH2:27][CH:28]3[NH:32][C:31](=[O:33])[CH2:30][CH2:29]3)=[N:21][CH:20]=2)[CH:5]=[C:6]([NH:8][C:9]2[N:14]=[C:13]([C:15]([F:17])([F:16])[F:18])[CH:12]=[CH:11][N:10]=2)[CH:7]=1, predict the reactants needed to synthesize it. The reactants are: [CH3:1][C:2]1[CH:3]=[C:4]([C:19]2[S:23][C:22]([CH:24]=O)=[N:21][CH:20]=2)[CH:5]=[C:6]([NH:8][C:9]2[N:14]=[C:13]([C:15]([F:18])([F:17])[F:16])[CH:12]=[CH:11][N:10]=2)[CH:7]=1.[NH2:26][CH2:27][CH:28]1[NH:32][C:31](=[O:33])[CH2:30][CH2:29]1.CN(C=O)C.C([BH3-])#N.[Na+]. (3) Given the product [CH3:1][C:2]([CH3:29])([CH3:30])[CH2:3][C:4]([O:6][CH2:7][C:8]1[C:9]([N:14]2[CH2:18][CH2:17][C@@H:16]([NH:19][CH2:20][CH3:21])[CH2:15]2)=[N:10][CH:11]=[CH:12][CH:13]=1)=[O:5], predict the reactants needed to synthesize it. The reactants are: [CH3:1][C:2]([CH3:30])([CH3:29])[CH2:3][C:4]([O:6][CH2:7][C:8]1[C:9]([N:14]2[CH2:18][CH2:17][C@@H:16]([N:19](C(OC(C)(C)C)=O)[CH2:20][CH3:21])[CH2:15]2)=[N:10][CH:11]=[CH:12][CH:13]=1)=[O:5].FC(F)(F)C(O)=O. (4) Given the product [C:1]1([CH2:7][C:11]([O:10][CH2:8][CH3:9])=[O:15])[CH:6]=[CH:5][CH:4]=[CH:3][CH:2]=1, predict the reactants needed to synthesize it. The reactants are: [C:1]1([CH3:7])[CH:6]=[CH:5][CH:4]=[CH:3][CH:2]=1.[CH2:8]([OH:10])[CH3:9].[C:11]([O:15]OC(C)(C)C)(C)(C)C.[C]=O.